Dataset: Catalyst prediction with 721,799 reactions and 888 catalyst types from USPTO. Task: Predict which catalyst facilitates the given reaction. (1) The catalyst class is: 375. Reactant: [Br:1][C:2]1[CH:3]=[C:4]([CH2:16]O)[CH:5]=[C:6]([O:8][Si:9]([C:12]([CH3:15])([CH3:14])[CH3:13])([CH3:11])[CH3:10])[CH:7]=1.[CH2:18]([O:20][C:21](=[O:32])[CH2:22][O:23][C:24]1[CH:29]=[CH:28][C:27]([SH:30])=[CH:26][C:25]=1[CH3:31])[CH3:19].C(P(CCCC)CCCC)CCC.N(C(N1CCCCC1)=O)=NC(N1CCCCC1)=O. Product: [CH2:18]([O:20][C:21](=[O:32])[CH2:22][O:23][C:24]1[CH:29]=[CH:28][C:27]([S:30][CH2:16][C:4]2[CH:5]=[C:6]([O:8][Si:9]([C:12]([CH3:13])([CH3:14])[CH3:15])([CH3:10])[CH3:11])[CH:7]=[C:2]([Br:1])[CH:3]=2)=[CH:26][C:25]=1[CH3:31])[CH3:19]. (2) Product: [NH2:1][C:2]1[C:3]2[C:10]([C:26]3[CH:39]=[CH:38][CH:37]=[C:28]([O:29][CH2:30][C@H:31]4[CH2:36][CH2:35][CH2:34][CH2:33][O:32]4)[CH:27]=3)=[CH:9][N:8]([C@@H:12]3[CH2:15][C@H:14]([CH2:16][OH:17])[CH2:13]3)[C:4]=2[N:5]=[CH:6][N:7]=1. Reactant: [NH2:1][C:2]1[C:3]2[C:10](I)=[CH:9][N:8]([C@@H:12]3[CH2:15][C@H:14]([CH2:16][OH:17])[CH2:13]3)[C:4]=2[N:5]=[CH:6][N:7]=1.CC1(C)C(C)(C)OB([C:26]2[CH:27]=[C:28]([CH:37]=[CH:38][CH:39]=2)[O:29][CH2:30][C@H:31]2[CH2:36][CH2:35][CH2:34][CH2:33][O:32]2)O1.C(=O)([O-])[O-].[Na+].[Na+].O. The catalyst class is: 455.